From a dataset of Forward reaction prediction with 1.9M reactions from USPTO patents (1976-2016). Predict the product of the given reaction. Given the reactants BrCC1C=C(B2OCC(C)(C)CO2)C=CC=1.C1(C2CC3C(=C(C)C(C)=C(O)C=3)C2=O)CCCC1.[CH:35]1([CH:40]2[CH2:48][C:47]3[C:42](=[C:43]([CH3:66])[C:44]([CH3:65])=[C:45]([O:49][CH2:50][C:51]4[CH:56]=[CH:55][CH:54]=[C:53]([B:57]5[O:62][CH2:61][C:60]([CH3:64])([CH3:63])[CH2:59][O:58]5)[CH:52]=4)[CH:46]=3)[C:41]2=[O:67])[CH2:39][CH2:38][CH2:37][CH2:36]1.BrC1C=C(C=CC=1F)C(OC)=O.[CH:80]1([CH:85]2[CH2:93][C:92]3[C:87](=[C:88]([CH3:114])[C:89]([CH3:113])=[C:90]([O:94][CH2:95][C:96]4[CH:97]=[C:98]([C:102]5[C:107]([F:108])=[CH:106][CH:105]=[C:104]([C:109]([O:111][CH3:112])=[O:110])[CH:103]=5)[CH:99]=[CH:100][CH:101]=4)[CH:91]=3)[C:86]2=[O:115])[CH2:84][CH2:83][CH2:82][CH2:81]1, predict the reaction product. The product is: [CH:35]1([CH:40]2[CH2:48][C:47]3[C:42](=[C:43]([CH3:66])[C:44]([CH3:65])=[C:45]([O:49][CH2:50][C:51]4[CH:56]=[CH:55][CH:54]=[C:53]([B:57]5[O:58][CH2:59][C:60]([CH3:63])([CH3:64])[CH2:61][O:62]5)[CH:52]=4)[CH:46]=3)[C:41]2=[O:67])[CH2:39][CH2:38][CH2:37][CH2:36]1.[CH:80]1([CH:85]2[CH2:93][C:92]3[C:87](=[C:88]([CH3:114])[C:89]([CH3:113])=[C:90]([O:94][CH2:95][C:96]4[CH:97]=[C:98]([C:102]5[C:107]([F:108])=[CH:106][CH:105]=[C:104]([C:109]([O:111][CH3:112])=[O:110])[CH:103]=5)[CH:99]=[CH:100][CH:101]=4)[CH:91]=3)[C:86]2=[O:115])[CH2:81][CH2:82][CH2:83][CH2:84]1.[CH:80]1([CH:85]2[CH2:93][C:92]3[C:87](=[C:88]([CH3:114])[C:89]([CH3:113])=[C:90]([O:94][CH2:95][C:96]4[CH:97]=[C:98]([C:102]5[C:107]([F:108])=[CH:106][CH:105]=[C:104]([C:109]([OH:111])=[O:110])[CH:103]=5)[CH:99]=[CH:100][CH:101]=4)[CH:91]=3)[C:86]2=[O:115])[CH2:81][CH2:82][CH2:83][CH2:84]1.